From a dataset of Forward reaction prediction with 1.9M reactions from USPTO patents (1976-2016). Predict the product of the given reaction. (1) Given the reactants Br[C:2]1[CH:3]=[C:4]2[C:9](=[CH:10][CH:11]=1)[C:8](=[O:12])[NH:7][C:6](=[O:13])/[C:5]/2=[CH:14]\[NH:15][C:16]1[CH:21]=[CH:20][C:19]([N:22]2[CH2:27][CH2:26][N:25]([CH3:28])[CH2:24][CH2:23]2)=[CH:18][CH:17]=1.[C:29]1([C:35]#[CH:36])[CH:34]=[CH:33][CH:32]=[CH:31][CH:30]=1.C(N(CC)CC)C.[Al], predict the reaction product. The product is: [CH3:28][N:25]1[CH2:24][CH2:23][N:22]([C:19]2[CH:18]=[CH:17][C:16]([NH:15]/[CH:14]=[C:5]3\[C:6](=[O:13])[NH:7][C:8](=[O:12])[C:9]4[C:4]\3=[CH:3][C:2]([C:36]#[C:35][C:29]3[CH:34]=[CH:33][CH:32]=[CH:31][CH:30]=3)=[CH:11][CH:10]=4)=[CH:21][CH:20]=2)[CH2:27][CH2:26]1. (2) Given the reactants [CH2:1]([O:8][CH2:9][C@@H:10]1[CH2:14][CH2:13][S:12](=[O:16])(=[O:15])[NH:11]1)[C:2]1[CH:7]=[CH:6][CH:5]=[CH:4][CH:3]=1.Br[C:18]1[CH:23]=[C:22]([F:24])[C:21]([C:25]([N:27]2[CH2:32][CH2:31][N:30]([C:33]3[C:38]([CH3:39])=[CH:37][C:36]([CH3:40])=[CH:35][N:34]=3)[CH2:29][CH2:28]2)=[O:26])=[C:20]([F:41])[CH:19]=1, predict the reaction product. The product is: [CH2:1]([O:8][CH2:9][C@@H:10]1[CH2:14][CH2:13][S:12](=[O:16])(=[O:15])[N:11]1[C:18]1[CH:19]=[C:20]([F:41])[C:21]([C:25]([N:27]2[CH2:32][CH2:31][N:30]([C:33]3[C:38]([CH3:39])=[CH:37][C:36]([CH3:40])=[CH:35][N:34]=3)[CH2:29][CH2:28]2)=[O:26])=[C:22]([F:24])[CH:23]=1)[C:2]1[CH:3]=[CH:4][CH:5]=[CH:6][CH:7]=1. (3) Given the reactants [N:1]1[C:2]([CH2:10][OH:11])=[CH:3][N:4]2[CH:9]=[CH:8][CH:7]=[CH:6][C:5]=12.[Cl:12]N1C(=O)CCC1=O, predict the reaction product. The product is: [Cl:12][C:3]1[N:4]2[CH:9]=[CH:8][CH:7]=[CH:6][C:5]2=[N:1][C:2]=1[CH2:10][OH:11]. (4) Given the reactants [C:1]1([CH:9]=[C:7]([OH:8])[CH:6]=[C:4]([OH:5])[CH:3]=1)[OH:2].Cl.[CH3:11][CH2:12][O:13]CC, predict the reaction product. The product is: [OH:2][C:1]1[C:9]2[C:12](=[O:13])[CH2:11][O:8][C:7]=2[CH:6]=[C:4]([OH:5])[CH:3]=1. (5) Given the reactants [F:1][C:2]1[CH:3]=[C:4]([NH:15]/C=C2\C(=O)NC(=O)C3C\2=CC(N2C=CC=C2)=CC=3)[CH:5]=[CH:6][C:7]=1[N:8]1[CH2:13][CH2:12][N:11]([CH3:14])[CH2:10][CH2:9]1.BrC1C=C2C(=CC=1)C(=O)NC(=O)C2=CNC1C=CC(N2CC(C)NC(C)C2)=CC=1, predict the reaction product. The product is: [F:1][C:2]1[CH:3]=[C:4]([NH2:15])[CH:5]=[CH:6][C:7]=1[N:8]1[CH2:9][CH2:10][N:11]([CH3:14])[CH2:12][CH2:13]1. (6) Given the reactants [N:1]1[CH:6]=[CH:5][CH:4]=[CH:3][C:2]=1[C:7]1[N:15]2[C:10]([CH:11]=[CH:12][CH:13]=[CH:14]2)=[CH:9][C:8]=1[CH:16]([NH2:18])[CH3:17].[Br:19][C:20]1[C:21]([NH2:27])=[N:22][CH:23]=[N:24][C:25]=1Cl, predict the reaction product. The product is: [Br:19][C:20]1[C:25]([NH:18][CH:16]([C:8]2[CH:9]=[C:10]3[N:15]([C:7]=2[C:2]2[CH:3]=[CH:4][CH:5]=[CH:6][N:1]=2)[CH:14]=[CH:13][CH:12]=[CH:11]3)[CH3:17])=[N:24][CH:23]=[N:22][C:21]=1[NH2:27].